From a dataset of Peptide-MHC class I binding affinity with 185,985 pairs from IEDB/IMGT. Regression. Given a peptide amino acid sequence and an MHC pseudo amino acid sequence, predict their binding affinity value. This is MHC class I binding data. (1) The MHC is HLA-A26:01 with pseudo-sequence HLA-A26:01. The peptide sequence is LSIIFGRSY. The binding affinity (normalized) is 0.0847. (2) The peptide sequence is PLPCQLMYA. The MHC is HLA-A02:01 with pseudo-sequence HLA-A02:01. The binding affinity (normalized) is 0.379. (3) The peptide sequence is RRRWRRLTV. The MHC is HLA-A23:01 with pseudo-sequence HLA-A23:01. The binding affinity (normalized) is 0.247. (4) The peptide sequence is GLENGLNYI. The MHC is HLA-A30:01 with pseudo-sequence HLA-A30:01. The binding affinity (normalized) is 0.0365.